From a dataset of Peptide-MHC class I binding affinity with 185,985 pairs from IEDB/IMGT. Regression. Given a peptide amino acid sequence and an MHC pseudo amino acid sequence, predict their binding affinity value. This is MHC class I binding data. The peptide sequence is KEEILGTVSW. The MHC is HLA-B44:02 with pseudo-sequence HLA-B44:02. The binding affinity (normalized) is 0.862.